From a dataset of M1 muscarinic receptor agonist screen with 61,833 compounds. Binary Classification. Given a drug SMILES string, predict its activity (active/inactive) in a high-throughput screening assay against a specified biological target. (1) The compound is O(c1nn(c2ccccc2)c(=O)cc1)CC(=O)Nc1ccccc1. The result is 0 (inactive). (2) The molecule is Brc1c(c2oc(nn2)CSc2n(nnn2)c2ccccc2)cccc1. The result is 0 (inactive). (3) The drug is O(CC(=O)c1ccccc1)C(=O)CNC(=O)c1occc1. The result is 0 (inactive). (4) The drug is S(CC(=O)N1C(Cc2c1cccc2)C)c1sc(NC(=O)Cc2sccc2)nn1. The result is 0 (inactive). (5) The molecule is S(c1n(nnn1)c1cc(ccc1)C(OC)=O)CC(=O)Nc1sc(nn1)CC. The result is 0 (inactive). (6) The drug is O1C(C(C\2N(CCCN(C)C)C(=O)C(=O)C2=C(\O)c2ccccc2)=Cc2c1cccc2)C. The result is 0 (inactive). (7) The molecule is Fc1c(Cc2c(n3ncc(C(=O)N4CCCCC4)c3nc2C)C)cccc1. The result is 0 (inactive). (8) The molecule is Clc1cc2[nH]c(SCc3oc(nn3)c3ccccc3)nc2cc1. The result is 0 (inactive). (9) The compound is O1CCN(CCNC(=O)C2N(C(=O)CC2)Cc2ccc(cc2)C)CC1. The result is 0 (inactive).